This data is from Forward reaction prediction with 1.9M reactions from USPTO patents (1976-2016). The task is: Predict the product of the given reaction. (1) Given the reactants [CH:1]12[CH2:8][CH2:7][CH:4]([CH2:5][CH2:6]1)[CH2:3][CH:2]2[OH:9], predict the reaction product. The product is: [CH:1]12[CH2:8][CH2:7][CH:4]([CH2:5][CH2:6]1)[CH2:3][C:2]2=[O:9]. (2) Given the reactants [CH3:1][O:2][C:3]1[CH:23]=[CH:22][C:6]2[N:7]=[C:8]([N:10]3[C:14](=[O:15])[CH:13]=[C:12]([C:16]4[CH:21]=[CH:20][CH:19]=[CH:18][CH:17]=4)[NH:11]3)[S:9][C:5]=2[CH:4]=1.CO[CH:26](OC)[N:27]([CH3:29])[CH3:28], predict the reaction product. The product is: [CH3:1][O:2][C:3]1[CH:23]=[CH:22][C:6]2[N:7]=[C:8]([N:10]3[C:14](=[O:15])[C:13](=[CH:26][N:27]([CH3:29])[CH3:28])[C:12]([C:16]4[CH:21]=[CH:20][CH:19]=[CH:18][CH:17]=4)=[N:11]3)[S:9][C:5]=2[CH:4]=1. (3) Given the reactants [NH2:1][CH2:2][C:3]([OH:5])=[O:4].[I:6][C:7]1[CH:15]=[CH:14][C:10]([C:11](Cl)=[O:12])=[CH:9][CH:8]=1.O.Cl, predict the reaction product. The product is: [I:6][C:7]1[CH:15]=[CH:14][C:10]([C:11](=[O:12])[NH:1][CH2:2][C:3]([OH:5])=[O:4])=[CH:9][CH:8]=1. (4) Given the reactants [N:1]1([CH2:8][CH2:9][O:10][C:11]2[CH:16]=[CH:15][C:14]([NH2:17])=[CH:13][C:12]=2[C:18]2[N:19]([CH3:24])[N:20]=[CH:21][C:22]=2[Br:23])[CH2:7][CH2:6][CH2:5][CH2:4][CH2:3][CH2:2]1.CC(N(C)C)=O.Cl[C:32]([O:34][CH:35]([CH3:37])[CH3:36])=[O:33], predict the reaction product. The product is: [CH:35]([O:34][C:32](=[O:33])[NH:17][C:14]1[CH:15]=[CH:16][C:11]([O:10][CH2:9][CH2:8][N:1]2[CH2:7][CH2:6][CH2:5][CH2:4][CH2:3][CH2:2]2)=[C:12]([C:18]2[N:19]([CH3:24])[N:20]=[CH:21][C:22]=2[Br:23])[CH:13]=1)([CH3:37])[CH3:36].